From a dataset of Peptide-MHC class II binding affinity with 134,281 pairs from IEDB. Regression. Given a peptide amino acid sequence and an MHC pseudo amino acid sequence, predict their binding affinity value. This is MHC class II binding data. (1) The peptide sequence is MAISGDDCVVKPIDDRF. The MHC is DRB1_0101 with pseudo-sequence DRB1_0101. The binding affinity (normalized) is 0.183. (2) The peptide sequence is NLYKLHGGHVSCRVK. The MHC is DRB4_0103 with pseudo-sequence DRB4_0103. The binding affinity (normalized) is 0.763. (3) The MHC is DRB1_0404 with pseudo-sequence DRB1_0404. The peptide sequence is GELNIVDKIDAAFKI. The binding affinity (normalized) is 0.532.